Dataset: Cav3 T-type calcium channel HTS with 100,875 compounds. Task: Binary Classification. Given a drug SMILES string, predict its activity (active/inactive) in a high-throughput screening assay against a specified biological target. (1) The drug is O=C(N1CCN(CC1)c1ccccc1)c1noc(c1)c1occc1. The result is 0 (inactive). (2) The result is 0 (inactive). The drug is O1CCN(CC(c2ccccc2)C(=O)c2ccc(OCCC)cc2)CC1. (3) The molecule is S(c1n(CCOC)c2ncccc2n1)CC(=O)Nc1ccc(OCC)cc1. The result is 0 (inactive). (4) The molecule is O=C1NCCN(C1CC(OC)=O)C(=O)NCC. The result is 0 (inactive). (5) The molecule is S(=O)(=O)(N(C)C)c1ccc(cc1)C(=O)NCCOc1ccc(F)cc1. The result is 0 (inactive). (6) The compound is S(=O)(=O)(NCC(=O)N\N=C(/CCCC)C)c1ccc([N+]([O-])=O)cc1. The result is 0 (inactive). (7) The result is 0 (inactive). The drug is S(c1nc2OC3(Nc4c(c2nn1)cccc4)c1c(NC3=O)ccc(F)c1)Cc1ccc(cc1)C. (8) The compound is O1CCN(CC1)c1nc(NCC(OCC)=O)nc(OCC#N)n1. The result is 0 (inactive).